Dataset: Forward reaction prediction with 1.9M reactions from USPTO patents (1976-2016). Task: Predict the product of the given reaction. Given the reactants I[C:2]1[C:7](=[O:8])[N:6]([CH3:9])[CH:5]=[C:4]([C:10]2[CH:15]=[CH:14][N:13]=[C:12]([O:16][CH2:17][CH:18]3[CH2:23][CH2:22][O:21][CH2:20][CH2:19]3)[CH:11]=2)[C:3]=1[O:24][CH3:25].[CH3:26][CH:27]([N:30]1[CH2:35][CH2:34][N:33]([S:36]([CH3:39])(=[O:38])=[O:37])[CH2:32][CH2:31]1)[C:28]#[CH:29].C(N(CC)CC)C, predict the reaction product. The product is: [CH:25]([OH:24])=[O:37].[CH3:9][N:6]1[CH:5]=[C:4]([C:10]2[CH:15]=[CH:14][N:13]=[C:12]([O:16][CH2:17][CH:18]3[CH2:23][CH2:22][O:21][CH2:20][CH2:19]3)[CH:11]=2)[C:3]2[O:24][C:28]([CH:27]([N:30]3[CH2:35][CH2:34][N:33]([S:36]([CH3:39])(=[O:38])=[O:37])[CH2:32][CH2:31]3)[CH3:26])=[CH:29][C:2]=2[C:7]1=[O:8].